Dataset: Full USPTO retrosynthesis dataset with 1.9M reactions from patents (1976-2016). Task: Predict the reactants needed to synthesize the given product. Given the product [N:1]1[CH:6]=[CH:5][CH:4]=[C:3]([O:7][CH2:8][CH:9]2[CH2:14][NH:13][CH2:12][CH2:11][N:10]2[C:25]([O:27][C:28]([CH3:31])([CH3:30])[CH3:29])=[O:26])[CH:2]=1, predict the reactants needed to synthesize it. The reactants are: [N:1]1[CH:6]=[CH:5][CH:4]=[C:3]([O:7][CH2:8][CH:9]2[CH2:14][N:13](C(OCC3C=CC=CC=3)=O)[CH2:12][CH2:11][N:10]2[C:25]([O:27][C:28]([CH3:31])([CH3:30])[CH3:29])=[O:26])[CH:2]=1.C([O-])=O.[NH4+].